Task: Predict the reaction yield, written as a fraction of the theoretical maximum amount of product (1.0 means a 100% yield; for example, 0.34 means a 34% yield).. Dataset: Reaction yield outcomes from USPTO patents with 853,638 reactions (1) The reactants are C([O:4][C@H:5]1[C@@H:10]([O:11]C(=O)C)[C@H:9]([O:15]C(=O)C)[C@@H:8]([CH2:19][O:20]C(=O)C)[O:7][C@@H:6]1[O:24][C:25]1[CH:30]=[CH:29][C:28]([C:31]2[CH:32]=[CH:33][C:34]([C:37]([O:39][CH3:40])=[O:38])=[N:35][CH:36]=2)=[CH:27][CH:26]=1)(=O)C. The catalyst is CO.CO[Na].CO. The product is [C@H:6]1([O:24][C:25]2[CH:26]=[CH:27][C:28]([C:31]3[CH:32]=[CH:33][C:34]([C:37]([O:39][CH3:40])=[O:38])=[N:35][CH:36]=3)=[CH:29][CH:30]=2)[O:7][C@H:8]([CH2:19][OH:20])[C@@H:9]([OH:15])[C@H:10]([OH:11])[C@@H:5]1[OH:4]. The yield is 0.360. (2) The yield is 0.990. The product is [N:16]1[CH:17]=[CH:18][CH:19]=[C:14]([C:12]2[CH:11]=[N:10][N:9]([C:5]3[CH:4]=[C:3]([OH:2])[CH:8]=[CH:7][CH:6]=3)[CH:13]=2)[CH:15]=1. The catalyst is Br.O. The reactants are C[O:2][C:3]1[CH:4]=[C:5]([N:9]2[CH:13]=[C:12]([C:14]3[CH:15]=[N:16][CH:17]=[CH:18][CH:19]=3)[CH:11]=[N:10]2)[CH:6]=[CH:7][CH:8]=1.C([O-])([O-])=O.[K+].[K+]. (3) The reactants are [F:1][C:2]1[C:3]([CH3:17])=[CH:4][CH:5]=[C:6]2[C:11]=1[NH:10][C:9]([C:12]([O:14][CH3:15])=[O:13])=[CH:8][C:7]2=O.O=P(Cl)(Cl)[Cl:20]. No catalyst specified. The product is [Cl:20][C:7]1[C:6]2[C:11](=[C:2]([F:1])[C:3]([CH3:17])=[CH:4][CH:5]=2)[N:10]=[C:9]([C:12]([O:14][CH3:15])=[O:13])[CH:8]=1. The yield is 0.750. (4) The reactants are [C:1]1([S:7]([N:10]2[C:14]3=[N:15][CH:16]=[C:17]([N+:29]([O-])=O)[C:18]([NH:19][C@H:20]4[CH2:25][CH2:24][C@H:23]([CH2:26][O:27][CH3:28])[CH2:22][CH2:21]4)=[C:13]3[CH:12]=[CH:11]2)(=[O:9])=[O:8])[CH:6]=[CH:5][CH:4]=[CH:3][CH:2]=1. The catalyst is [Fe].CO.O. The product is [C:1]1([S:7]([N:10]2[C:14]3=[N:15][CH:16]=[C:17]([NH2:29])[C:18]([NH:19][C@H:20]4[CH2:21][CH2:22][C@H:23]([CH2:26][O:27][CH3:28])[CH2:24][CH2:25]4)=[C:13]3[CH:12]=[CH:11]2)(=[O:8])=[O:9])[CH:2]=[CH:3][CH:4]=[CH:5][CH:6]=1. The yield is 0.990.